Dataset: Full USPTO retrosynthesis dataset with 1.9M reactions from patents (1976-2016). Task: Predict the reactants needed to synthesize the given product. (1) Given the product [CH3:55][O:56][C:57]([C:9]1[CH:38]=[CH:37][C:12]2[N:13]([CH2:32][CH2:33][CH:34]([CH3:36])[CH3:35])[C:14]([CH2:16][N:17]3[C:26]4[C:21](=[CH:22][CH:23]=[CH:24][CH:25]=4)[C:20](=[O:27])[N:19]([CH:28]4[CH2:29][CH2:30]4)[C:18]3=[O:31])=[N:15][C:11]=2[CH:10]=1)=[O:58], predict the reactants needed to synthesize it. The reactants are: C(OC(=O)NC[C:9]1[CH:38]=[CH:37][C:12]2[N:13]([CH2:32][CH2:33][CH:34]([CH3:36])[CH3:35])[C:14]([CH2:16][N:17]3[C:26]4[C:21](=[CH:22][CH:23]=[CH:24][CH:25]=4)[C:20](=[O:27])[N:19]([CH:28]4[CH2:30][CH2:29]4)[C:18]3=[O:31])=[N:15][C:11]=2[CH:10]=1)(C)(C)C.C1(N2C(=O)C3C(=CC=CC=3)NC2=O)CC1.[CH3:55][O:56][C:57](C1C=CC2N(CCC(C)C)C(CCl)=NC=2C=1)=[O:58].Cl. (2) Given the product [C:1]([C:3]1[CH:4]=[C:5]([C:13]2[O:17][N:16]=[C:15]([C:18]3[C:19]([CH3:43])=[C:20]4[C:25](=[CH:26][CH:27]=3)[CH:24]([CH2:28][CH2:29][CH2:30][C:31]([OH:33])=[O:32])[N:23]([C:36]([O:38][C:39]([CH3:40])([CH3:42])[CH3:41])=[O:37])[CH2:22][CH2:21]4)[N:14]=2)[CH:6]=[CH:7][C:8]=1[O:9][CH:10]([CH3:12])[CH3:11])#[N:2], predict the reactants needed to synthesize it. The reactants are: [C:1]([C:3]1[CH:4]=[C:5]([C:13]2[O:17][N:16]=[C:15]([C:18]3[C:19]([CH3:43])=[C:20]4[C:25](=[CH:26][CH:27]=3)[CH:24]([CH2:28][CH2:29][CH2:30][C:31]([O:33]CC)=[O:32])[N:23]([C:36]([O:38][C:39]([CH3:42])([CH3:41])[CH3:40])=[O:37])[CH2:22][CH2:21]4)[N:14]=2)[CH:6]=[CH:7][C:8]=1[O:9][CH:10]([CH3:12])[CH3:11])#[N:2].[OH-].[Na+]. (3) Given the product [CH:1]1([O:6][C:7]([NH:9][C:10]2[CH:11]=[C:12]3[C:16](=[CH:17][CH:18]=2)[N:15]([CH3:19])[CH:14]=[C:13]3[CH2:20][C:21]2[CH:29]=[CH:28][C:24]([C:25]([OH:27])=[O:26])=[CH:23][C:22]=2[O:30][CH3:31])=[O:8])[CH2:2][CH2:3][CH2:4][CH2:5]1, predict the reactants needed to synthesize it. The reactants are: [CH:1]1([O:6][C:7]([NH:9][C:10]2[CH:11]=[C:12]3[C:16](=[CH:17][CH:18]=2)[N:15]([CH3:19])[CH:14]=[C:13]3[CH2:20][C:21]2[CH:29]=[CH:28][C:24]([C:25]([O-:27])=[O:26])=[CH:23][C:22]=2[O:30][CH3:31])=[O:8])[CH2:5][CH2:4][CH2:3][CH2:2]1.[Na+].Cl. (4) Given the product [C:28]([C:32]1[CH:33]=[C:34]2[C:39](=[C:40]([F:42])[CH:41]=1)[C:38](=[O:43])[N:37]([C:44]1[N:51]=[CH:50][CH:49]=[C:48]([C:4]3[CH:5]=[C:6]([NH:9][C:10]4[CH:15]=[CH:14][C:13]([C:16]([N:18]5[CH2:23][CH2:22][O:21][CH2:20][C@H:19]5[CH3:24])=[O:17])=[CH:12][N:11]=4)[C:7](=[O:8])[N:2]([CH3:1])[CH:3]=3)[C:45]=1[CH:46]=[O:47])[N:36]=[CH:35]2)([CH3:31])([CH3:29])[CH3:30], predict the reactants needed to synthesize it. The reactants are: [CH3:1][N:2]1[C:7](=[O:8])[C:6]([NH:9][C:10]2[CH:15]=[CH:14][C:13]([C:16]([N:18]3[CH2:23][CH2:22][O:21][CH2:20][C@H:19]3[CH3:24])=[O:17])=[CH:12][N:11]=2)=[CH:5][C:4](B(O)O)=[CH:3]1.[C:28]([C:32]1[CH:33]=[C:34]2[C:39](=[C:40]([F:42])[CH:41]=1)[C:38](=[O:43])[N:37]([C:44]1[N:51]=[CH:50][CH:49]=[C:48](Cl)[C:45]=1[CH:46]=[O:47])[N:36]=[CH:35]2)([CH3:31])([CH3:30])[CH3:29].[O-]P([O-])([O-])=O.[K+].[K+].[K+].C([O-])(=O)C.[Na+]. (5) Given the product [Cl:1][C:2]1[C:3]2[C:17]([C:18]#[C:19][CH2:20][N:21]([CH:22]([CH3:24])[CH3:23])[CH:25]([CH3:27])[CH3:26])=[CH:16][N:15]([CH2:28][C:29]3[C:34]([CH3:35])=[C:33]([O:36][CH3:37])[C:32]([CH3:38])=[CH:31][N:30]=3)[C:4]=2[N:5]=[C:6]([NH2:8])[N:7]=1, predict the reactants needed to synthesize it. The reactants are: [Cl:1][C:2]1[C:3]2[C:17]([C:18]#[C:19][CH2:20][N:21]([CH:25]([CH3:27])[CH3:26])[CH:22]([CH3:24])[CH3:23])=[CH:16][N:15]([CH2:28][C:29]3[C:34]([CH3:35])=[C:33]([O:36][CH3:37])[C:32]([CH3:38])=[CH:31][N:30]=3)[C:4]=2[N:5]=[C:6]([NH:8]C(=O)C(C)(C)C)[N:7]=1.